This data is from Forward reaction prediction with 1.9M reactions from USPTO patents (1976-2016). The task is: Predict the product of the given reaction. (1) Given the reactants [CH:1]([N:4]1[C:8]([C:9]2[S:10][C:11]3[CH2:12][CH2:13][O:14][C:15]4[CH:22]=[C:21](Br)[CH:20]=[CH:19][C:16]=4[C:17]=3[N:18]=2)=[N:7][CH:6]=[N:5]1)([CH3:3])[CH3:2].[F:24][C:25]1[N:30]=[CH:29][C:28](B(O)O)=[CH:27][CH:26]=1, predict the reaction product. The product is: [CH:1]([N:4]1[C:8]([C:9]2[S:10][C:11]3[CH2:12][CH2:13][O:14][C:15]4[CH:22]=[C:21]([C:28]5[CH:27]=[CH:26][C:25]([F:24])=[N:30][CH:29]=5)[CH:20]=[CH:19][C:16]=4[C:17]=3[N:18]=2)=[N:7][CH:6]=[N:5]1)([CH3:3])[CH3:2]. (2) Given the reactants [CH3:1][CH2:2]N(CC)CC.[C:8]([CH2:11][CH2:12][NH:13][C:14]([C:16]1[N:21]=[CH:20][C:19]([C:22]2[CH:30]=[C:29]([Cl:31])[CH:28]=[CH:27][C:23]=2[C:24]([OH:26])=O)=[CH:18][CH:17]=1)=[O:15])([OH:10])=[O:9].[Cl:32][C:33]1[CH:38]=[CH:37][C:36]([C:39]2[CH:44]=[CH:43][C:42]([NH2:45])=[CH:41][CH:40]=2)=[C:35]([CH3:46])[CH:34]=1.CCN=C=NCCCN(C)C, predict the reaction product. The product is: [Cl:31][C:29]1[CH:28]=[CH:27][C:23]([C:24](=[O:26])[NH:45][C:42]2[CH:43]=[CH:44][C:39]([C:36]3[CH:37]=[CH:38][C:33]([Cl:32])=[CH:34][C:35]=3[CH3:46])=[CH:40][CH:41]=2)=[C:22]([C:19]2[CH:18]=[CH:17][C:16]([C:14]([NH:13][CH2:12][CH2:11][C:8]([O:10][CH2:1][CH3:2])=[O:9])=[O:15])=[N:21][CH:20]=2)[CH:30]=1. (3) Given the reactants [NH:1]1[C:9]2[C:4](=[CH:5][CH:6]=[CH:7][CH:8]=2)[CH2:3][C:2]1=[O:10].[C:11]1([C:17]([C:19]2[CH:24]=[CH:23][C:22]([CH3:25])=[CH:21][CH:20]=2)=O)[CH:16]=[CH:15][CH:14]=[CH:13][CH:12]=1.[Li+].[Cl-].CN(C)CCN, predict the reaction product. The product is: [C:11]1([C:17]([C:19]2[CH:20]=[CH:21][C:22]([CH3:25])=[CH:23][CH:24]=2)=[C:3]2[C:4]3[C:9](=[CH:8][CH:7]=[CH:6][CH:5]=3)[NH:1][C:2]2=[O:10])[CH:12]=[CH:13][CH:14]=[CH:15][CH:16]=1. (4) Given the reactants Br[N:2]1[C:6](=[O:7])[CH2:5][CH2:4][C:3]1=[O:8].[C:9]1([S:15][S:15][C:9]2[CH:14]=[CH:13][CH:12]=[CH:11][CH:10]=2)[CH:14]=[CH:13][CH:12]=[CH:11][CH:10]=1.CCCCCC, predict the reaction product. The product is: [C:9]1([S:15][N:2]2[C:6](=[O:7])[CH2:5][CH2:4][C:3]2=[O:8])[CH:14]=[CH:13][CH:12]=[CH:11][CH:10]=1. (5) The product is: [Cl:26][C:22]1[C:23]([Cl:25])=[CH:24][C:19]2[O:18][CH:17]([C:27]([N:29]3[CH2:30][CH2:31][C:32]([CH2:35][C:36]4[CH:37]=[CH:38][C:39]([F:42])=[CH:40][CH:41]=4)([C:43]#[N:44])[CH2:33][CH2:34]3)=[O:28])[CH2:16][NH:15][C:20]=2[CH:21]=1. Given the reactants FC(F)(F)C(O)=O.C(OC([N:15]1[C:20]2[CH:21]=[C:22]([Cl:26])[C:23]([Cl:25])=[CH:24][C:19]=2[O:18][CH:17]([C:27]([N:29]2[CH2:34][CH2:33][C:32]([C:43]#[N:44])([CH2:35][C:36]3[CH:41]=[CH:40][C:39]([F:42])=[CH:38][CH:37]=3)[CH2:31][CH2:30]2)=[O:28])[CH2:16]1)=O)(C)(C)C, predict the reaction product. (6) Given the reactants [CH2:1]([Mg]Cl)[C:2]1[CH:7]=[CH:6][CH:5]=[CH:4][CH:3]=1.[O:10]=[C:11]1[CH2:16][CH2:15][N:14]([C:17]2[CH:24]=[CH:23][C:20]([C:21]#[N:22])=[CH:19][CH:18]=2)[CH2:13][CH2:12]1, predict the reaction product. The product is: [CH2:1]([C:11]1([OH:10])[CH2:12][CH2:13][N:14]([C:17]2[CH:24]=[CH:23][C:20]([C:21]#[N:22])=[CH:19][CH:18]=2)[CH2:15][CH2:16]1)[C:2]1[CH:7]=[CH:6][CH:5]=[CH:4][CH:3]=1. (7) Given the reactants [CH2:1]([N:5]([CH2:36][CH:37]([CH3:39])[CH3:38])[C:6]1[CH:11]=[CH:10][C:9]([C:12]2[CH:17]=[CH:16][CH:15]=[CH:14][C:13]=2[C:18]2[NH:22][N:21]=[N:20][N:19]=2)=[CH:8][C:7]=1[NH:23][C:24](=[O:35])[O:25][C:26]1[CH:31]=[CH:30][C:29]([N+]([O-])=O)=[CH:28][CH:27]=1)[CH:2]([CH3:4])[CH3:3].C(OC1C=CC(O)=CC=1)C1C=CC=CC=1.CCN(CC)CC.C(Cl)[Cl:63], predict the reaction product. The product is: [CH2:1]([N:5]([CH2:36][CH:37]([CH3:39])[CH3:38])[C:6]1[CH:11]=[CH:10][C:9]([C:12]2[CH:17]=[CH:16][CH:15]=[CH:14][C:13]=2[C:18]2[NH:22][N:21]=[N:20][N:19]=2)=[CH:8][C:7]=1[NH:23][C:24](=[O:35])[O:25][C:26]1[CH:31]=[CH:30][C:29]([Cl:63])=[CH:28][CH:27]=1)[CH:2]([CH3:4])[CH3:3].